Dataset: Forward reaction prediction with 1.9M reactions from USPTO patents (1976-2016). Task: Predict the product of the given reaction. (1) Given the reactants C([Sn](CCCC)(CCCC)[C:6]1[N:7]=[CH:8][N:9]([C:11]2[CH:16]=[C:15]([C:17]([F:20])([F:19])[F:18])[CH:14]=[C:13]([C:21]3[CH:26]=[CH:25][C:24]([C:27]([F:30])([F:29])[F:28])=[CH:23][CH:22]=3)[N:12]=2)[CH:10]=1)CCC.[C:39]([NH:43][S:44]([C:47]1[S:51][C:50](Cl)=[N:49][CH:48]=1)(=[O:46])=[O:45])([CH3:42])([CH3:41])[CH3:40].CCCCCCC, predict the reaction product. The product is: [C:39]([NH:43][S:44]([C:47]1[S:51][C:50]([C:6]2[N:7]=[CH:8][N:9]([C:11]3[CH:16]=[C:15]([C:17]([F:20])([F:18])[F:19])[CH:14]=[C:13]([C:21]4[CH:22]=[CH:23][C:24]([C:27]([F:30])([F:28])[F:29])=[CH:25][CH:26]=4)[N:12]=3)[CH:10]=2)=[N:49][CH:48]=1)(=[O:45])=[O:46])([CH3:42])([CH3:40])[CH3:41]. (2) The product is: [C:23]([CH2:24][NH:1][C:2]1[CH:9]=[CH:8][C:7]([O:10][CH3:11])=[CH:6][C:3]=1[C:4]#[N:5])#[N:15]. Given the reactants [NH2:1][C:2]1[CH:9]=[CH:8][C:7]([O:10][CH3:11])=[CH:6][C:3]=1[C:4]#[N:5].C=O.[C-]#[N:15].[K+].C([O-])([O-])=O.[Na+].[Na+].[C:23](O)(=O)[CH3:24], predict the reaction product. (3) The product is: [OH:13][C:14]1[CH:15]=[C:16]([CH:20]=[CH:21][CH:22]=1)[C:17]([O:19][C:24]1[C:33]2[C:28](=[CH:29][CH:30]=[CH:31][CH:32]=2)[C:27]([O:11][C:1](=[O:12])[C:2]2[CH:3]=[C:4]([OH:5])[C:6]([OH:7])=[C:8]([OH:9])[CH:10]=2)=[CH:26][C:25]=1[C:35]([O:37][CH3:38])=[O:36])=[O:18]. Given the reactants [C:1]([OH:12])(=[O:11])[C:2]1[CH:10]=[C:8]([OH:9])[C:6]([OH:7])=[C:4]([OH:5])[CH:3]=1.[OH:13][C:14]1[CH:15]=[C:16]([CH:20]=[CH:21][CH:22]=1)[C:17]([OH:19])=[O:18].O[C:24]1[C:33]2[C:28](=[CH:29][CH:30]=[CH:31][CH:32]=2)[C:27](O)=[CH:26][C:25]=1[C:35]([O:37][CH3:38])=[O:36], predict the reaction product. (4) Given the reactants [CH:1]([C@:3]12[CH2:41][CH2:40][C@@H:39]([C:42]([CH3:44])=[CH2:43])[C@@H:4]1[C@@H:5]1[C@@:18]([CH3:21])([CH2:19][CH2:20]2)[C@@:17]2([CH3:22])[C@@H:8]([C@:9]3([CH3:38])[C@@H:14]([CH2:15][CH2:16]2)[C:13]([CH3:24])([CH3:23])[C:12]([C:25]2[CH:37]=[CH:36][C:28]([C:29]([O:31][C:32]([CH3:35])([CH3:34])[CH3:33])=[O:30])=[CH:27][CH:26]=2)=[CH:11][CH2:10]3)[CH2:7][CH2:6]1)=O.C(O)(=O)C.[NH2:49][CH2:50][CH:51]1[CH2:55][CH2:54][CH2:53][N:52]1[CH2:56][CH3:57].C(O[BH-](OC(=O)C)OC(=O)C)(=O)C.[Na+], predict the reaction product. The product is: [CH2:56]([N:52]1[CH2:53][CH2:54][CH2:55][CH:51]1[CH2:50][NH:49][CH2:1][C@:3]12[CH2:41][CH2:40][C@@H:39]([C:42]([CH3:44])=[CH2:43])[C@@H:4]1[C@@H:5]1[C@@:18]([CH3:21])([CH2:19][CH2:20]2)[C@@:17]2([CH3:22])[C@@H:8]([C@:9]3([CH3:38])[C@@H:14]([CH2:15][CH2:16]2)[C:13]([CH3:23])([CH3:24])[C:12]([C:25]2[CH:26]=[CH:27][C:28]([C:29]([O:31][C:32]([CH3:33])([CH3:34])[CH3:35])=[O:30])=[CH:36][CH:37]=2)=[CH:11][CH2:10]3)[CH2:7][CH2:6]1)[CH3:57].